The task is: Predict the reactants needed to synthesize the given product.. This data is from Full USPTO retrosynthesis dataset with 1.9M reactions from patents (1976-2016). (1) Given the product [NH2:1][C@H:2]([CH2:8][CH:9]1[CH2:14][CH2:13][CH2:12][CH2:11][CH2:10]1)[CH2:3][OH:4], predict the reactants needed to synthesize it. The reactants are: [NH2:1][C@H:2]([CH2:8][CH:9]1[CH2:14][CH2:13][CH2:12][CH2:11][CH2:10]1)[C:3](OCC)=[O:4].[BH4-].[Na+].[BH4-]. (2) Given the product [F:1][C:2]1[CH:10]=[C:9]2[C:5]([C:6]([C:20]3[CH:24]=[N:23][N:22]([CH2:26][CH2:27][OH:28])[CH:21]=3)=[CH:7][N:8]2[S:11]([C:14]2[CH:15]=[CH:16][CH:17]=[CH:18][CH:19]=2)(=[O:12])=[O:13])=[CH:4][CH:3]=1, predict the reactants needed to synthesize it. The reactants are: [F:1][C:2]1[CH:10]=[C:9]2[C:5]([C:6]([C:20]3[CH:21]=[N:22][NH:23][CH:24]=3)=[CH:7][N:8]2[S:11]([C:14]2[CH:19]=[CH:18][CH:17]=[CH:16][CH:15]=2)(=[O:13])=[O:12])=[CH:4][CH:3]=1.Br[CH2:26][CH2:27][OH:28].C([O-])([O-])=O.[K+].[K+]. (3) Given the product [Cl:1][C:2]1[N:3]=[N:4][C:5]([CH:8]([C:9]2[C:10]([F:16])=[CH:11][CH:12]=[CH:13][C:14]=2[F:15])[C:31](=[O:32])[C:30]#[C:29][Si:28]([CH3:37])([CH3:36])[CH3:27])=[CH:6][CH:7]=1, predict the reactants needed to synthesize it. The reactants are: [Cl:1][C:2]1[N:3]=[N:4][C:5]([CH2:8][C:9]2[C:14]([F:15])=[CH:13][CH:12]=[CH:11][C:10]=2[F:16])=[CH:6][CH:7]=1.[Li+].C[Si]([N-][Si](C)(C)C)(C)C.[CH3:27][Si:28]([CH3:37])([CH3:36])[C:29]#[C:30][C:31](OCC)=[O:32].